This data is from Catalyst prediction with 721,799 reactions and 888 catalyst types from USPTO. The task is: Predict which catalyst facilitates the given reaction. (1) Reactant: [Cl:1][C:2]1[CH:7]=[C:6]2[NH:8][C:9](=[O:39])[C:10]3([CH:15]([C:16]4[CH:21]=[C:20]([Cl:22])[CH:19]=[CH:18][C:17]=4[O:23][C:24]([C:27]([OH:29])=[O:28])([CH3:26])[CH3:25])[CH2:14][C:13](=O)[NH:12][CH:11]3[C:31]3[CH:36]=[C:35]([F:37])[CH:34]=[CH:33][C:32]=3[CH3:38])[C:5]2=[CH:4][CH:3]=1.COC1C=CC(P2(SP(C3C=CC(OC)=CC=3)(=S)S2)=[S:49])=CC=1. Product: [Cl:1][C:2]1[CH:7]=[C:6]2[NH:8][C:9](=[O:39])[C:10]3([CH:15]([C:16]4[CH:21]=[C:20]([Cl:22])[CH:19]=[CH:18][C:17]=4[O:23][C:24]([C:27]([OH:29])=[O:28])([CH3:26])[CH3:25])[CH2:14][C:13](=[S:49])[NH:12][CH:11]3[C:31]3[CH:36]=[C:35]([F:37])[CH:34]=[CH:33][C:32]=3[CH3:38])[C:5]2=[CH:4][CH:3]=1. The catalyst class is: 1. (2) Reactant: [O:1]1[C:5]([C:6]2[C:14]3[C:9](=[CH:10][CH:11]=[C:12]([C:15]([O:17]C)=[O:16])[CH:13]=3)[NH:8][N:7]=2)=[CH:4][C:3]2[CH:19]=[CH:20][CH:21]=[CH:22][C:2]1=2.[OH-].[Na+]. Product: [O:1]1[C:5]([C:6]2[C:14]3[C:9](=[CH:10][CH:11]=[C:12]([C:15]([OH:17])=[O:16])[CH:13]=3)[NH:8][N:7]=2)=[CH:4][C:3]2[CH:19]=[CH:20][CH:21]=[CH:22][C:2]1=2. The catalyst class is: 111. (3) Reactant: C(OC([NH:11][C@H:12]([CH2:29][P:30]([O:34][CH3:35])([O:32][CH3:33])=[O:31])[C:13]([NH:15][C:16]1[CH:21]=[CH:20][C:19]([N:22]2[CH2:27][CH2:26][O:25][CH2:24][C:23]2=[O:28])=[CH:18][CH:17]=1)=[O:14])=O)C1C=CC=CC=1.[H][H]. Product: [NH2:11][C@H:12]([CH2:29][P:30]([O:32][CH3:33])([O:34][CH3:35])=[O:31])[C:13]([NH:15][C:16]1[CH:21]=[CH:20][C:19]([N:22]2[CH2:27][CH2:26][O:25][CH2:24][C:23]2=[O:28])=[CH:18][CH:17]=1)=[O:14]. The catalyst class is: 19. (4) Reactant: [F:1][C:2]1[CH:7]=[C:6]([O:8][C:9]2[CH:14]=[CH:13][N:12]=[CH:11][C:10]=2[C:15]2[CH:16]=[N:17][N:18]([CH3:20])[CH:19]=2)[C:5]([F:21])=[CH:4][C:3]=1[NH:22][C:23]([C:25]1([C:28]([NH:30][C:31]2[CH:36]=[CH:35][C:34]([F:37])=[CH:33][CH:32]=2)=[O:29])[CH2:27][CH2:26]1)=[O:24].[CH3:38][S:39]([OH:42])(=[O:41])=[O:40]. Product: [S:39]([OH:42])(=[O:41])(=[O:40])[CH3:38].[F:1][C:2]1[CH:7]=[C:6]([O:8][C:9]2[CH:14]=[CH:13][N:12]=[CH:11][C:10]=2[C:15]2[CH:16]=[N:17][N:18]([CH3:20])[CH:19]=2)[C:5]([F:21])=[CH:4][C:3]=1[NH:22][C:23]([C:25]1([C:28]([NH:30][C:31]2[CH:32]=[CH:33][C:34]([F:37])=[CH:35][CH:36]=2)=[O:29])[CH2:27][CH2:26]1)=[O:24]. The catalyst class is: 10.